From a dataset of Full USPTO retrosynthesis dataset with 1.9M reactions from patents (1976-2016). Predict the reactants needed to synthesize the given product. (1) Given the product [F:1][C:2]1[C:7]2[N:8]=[C:9]([NH:11][C:28](=[O:29])[C:25]3[CH:26]=[CH:27][C:22]([CH3:31])=[CH:23][CH:24]=3)[S:10][C:6]=2[CH:5]=[C:4]([F:12])[CH:3]=1, predict the reactants needed to synthesize it. The reactants are: [F:1][C:2]1[C:7]2[N:8]=[C:9]([NH2:11])[S:10][C:6]=2[CH:5]=[C:4]([F:12])[CH:3]=1.C(N(C(C)C)CC)(C)C.[C:22]1([CH3:31])[CH:27]=[CH:26][C:25]([C:28](Cl)=[O:29])=[CH:24][CH:23]=1. (2) Given the product [F:1][C:2]([F:7])([F:6])[C:3]([OH:5])=[O:4].[NH2:32][C@@H:28]1[CH2:29][CH2:30][CH2:31][N:26]([C:13]2[N:12]([CH2:11][C:10]3[CH:40]=[CH:41][CH:42]=[CH:43][C:9]=3[Cl:8])[C:20]3[C:19](=[O:21])[N:18]([CH3:22])[C:17](=[O:23])[N:16]([CH3:24])[C:15]=3[C:14]=2[OH:25])[CH2:27]1, predict the reactants needed to synthesize it. The reactants are: [F:1][C:2]([F:7])([F:6])[C:3]([OH:5])=[O:4].[Cl:8][C:9]1[CH:43]=[CH:42][CH:41]=[CH:40][C:10]=1[CH2:11][N:12]1[C:20]2[C:19](=[O:21])[N:18]([CH3:22])[C:17](=[O:23])[N:16]([CH3:24])[C:15]=2[C:14]([OH:25])=[C:13]1[N:26]1[CH2:31][CH2:30][CH2:29][C@@H:28]([NH:32]C(=O)OC(C)(C)C)[CH2:27]1. (3) Given the product [CH3:37][NH:38][C:2]1[N:11]=[C:10]([NH:19][CH2:18][C:17]2[CH:20]=[CH:21][C:14]([NH:13][C:28]([C:25]3[CH:26]=[CH:27][C:22]([C:31]4[CH:36]=[CH:35][CH:34]=[CH:33][CH:32]=4)=[CH:23][CH:24]=3)=[O:29])=[CH:15][CH:16]=2)[C:9]2[C:4](=[CH:5][CH:6]=[CH:7][CH:8]=2)[N:3]=1, predict the reactants needed to synthesize it. The reactants are: Cl[C:2]1[N:11]=[C:10](Cl)[C:9]2[C:4](=[CH:5][CH:6]=[CH:7][CH:8]=2)[N:3]=1.[NH2:13][C:14]1[CH:21]=[CH:20][C:17]([CH2:18][NH2:19])=[CH:16][CH:15]=1.[C:22]1([C:31]2[CH:36]=[CH:35][CH:34]=[CH:33][CH:32]=2)[CH:27]=[CH:26][C:25]([C:28](Cl)=[O:29])=[CH:24][CH:23]=1.[CH3:37][NH2:38]. (4) The reactants are: [CH2:1]([O:3][C:4](=[O:45])[CH2:5][C:6]1([C:9]2[CH:14]=[CH:13][C:12]([C:15]3[CH:20]=[CH:19][C:18]([C:21]4[O:25][N:24]=[C:23]([CH3:26])[C:22]=4[CH:27]([OH:44])[CH2:28]/[CH:29]=[CH:30]/[C:31]4[CH:36]=[CH:35][C:34]([CH2:37][C:38]5[CH:43]=[CH:42][CH:41]=[CH:40][CH:39]=5)=[CH:33][CH:32]=4)=[CH:17][CH:16]=3)=[CH:11][CH:10]=2)[CH2:8][CH2:7]1)[CH3:2]. Given the product [CH2:1]([O:3][C:4](=[O:45])[CH2:5][C:6]1([C:9]2[CH:10]=[CH:11][C:12]([C:15]3[CH:20]=[CH:19][C:18]([C:21]4[O:25][N:24]=[C:23]([CH3:26])[C:22]=4[CH:27]([OH:44])[CH2:28][CH2:29][CH2:30][C:31]4[CH:36]=[CH:35][C:34]([CH2:37][C:38]5[CH:39]=[CH:40][CH:41]=[CH:42][CH:43]=5)=[CH:33][CH:32]=4)=[CH:17][CH:16]=3)=[CH:13][CH:14]=2)[CH2:8][CH2:7]1)[CH3:2], predict the reactants needed to synthesize it.